This data is from Forward reaction prediction with 1.9M reactions from USPTO patents (1976-2016). The task is: Predict the product of the given reaction. (1) Given the reactants [NH2:1][C:2]1[C:11]2[C:6](=[N:7][CH:8]=[CH:9][CH:10]=2)[N:5]([O:12][CH2:13][C:14]2[CH:19]=[CH:18][CH:17]=[CH:16][CH:15]=2)[C:4](=[O:20])[C:3]=1[C:21]([O-])=[O:22].[Na+].[CH3:25][N:26]([P+](ON1N=NC2C=CC=CC1=2)(N(C)C)N(C)C)C.F[P-](F)(F)(F)(F)F.CN.C1COCC1, predict the reaction product. The product is: [NH2:1][C:2]1[C:11]2[C:6](=[N:7][CH:8]=[CH:9][CH:10]=2)[N:5]([O:12][CH2:13][C:14]2[CH:15]=[CH:16][CH:17]=[CH:18][CH:19]=2)[C:4](=[O:20])[C:3]=1[C:21]([NH:26][CH3:25])=[O:22]. (2) Given the reactants [Cl:1][C:2]1[N:7]=[C:6]([N:8]([CH3:28])[C:9]2[CH:27]=[CH:26][C:12]3[N:13]([CH3:25])[C:14]([NH:16][CH2:17][C:18]4[CH:23]=[CH:22][C:21]([CH3:24])=[CH:20][CH:19]=4)=[N:15][C:11]=3[CH:10]=2)[CH:5]=[CH:4][N:3]=1.[CH3:29][S:30]([CH2:33][C:34]1[CH:40]=[CH:39][C:37]([NH2:38])=[CH:36][CH:35]=1)(=[O:32])=[O:31], predict the reaction product. The product is: [ClH:1].[CH3:29][S:30]([CH2:33][C:34]1[CH:40]=[CH:39][C:37]([NH:38][C:2]2[N:7]=[C:6]([N:8]([CH3:28])[C:9]3[CH:27]=[CH:26][C:12]4[N:13]([CH3:25])[C:14]([NH:16][CH2:17][C:18]5[CH:19]=[CH:20][C:21]([CH3:24])=[CH:22][CH:23]=5)=[N:15][C:11]=4[CH:10]=3)[CH:5]=[CH:4][N:3]=2)=[CH:36][CH:35]=1)(=[O:31])=[O:32]. (3) Given the reactants [NH2:1][C:2]1[CH:3]=[CH:4][C:5]2[O:10][NH:9][CH2:8][CH2:7][C:6]=2[CH:11]=1.C[Al](C)C.[F:16][C:17]1[CH:18]=[C:19]2[C:23](=[CH:24][CH:25]=1)[N:22]([CH2:26][C:27]1[CH:32]=[CH:31][CH:30]=[C:29]([F:33])[CH:28]=1)[C:21]([C:34](OCC)=[O:35])=[CH:20]2, predict the reaction product. The product is: [O:10]1[C:5]2[CH:4]=[CH:3][C:2]([NH:1][C:34]([C:21]3[N:22]([CH2:26][C:27]4[CH:32]=[CH:31][CH:30]=[C:29]([F:33])[CH:28]=4)[C:23]4[C:19]([CH:20]=3)=[CH:18][C:17]([F:16])=[CH:25][CH:24]=4)=[O:35])=[CH:11][C:6]=2[CH2:7][CH2:8][NH:9]1. (4) The product is: [C:3]([CH2:5][C@H:6]1[CH2:11][CH2:10][C@H:9]([O:12][C:13]([N:15]2[CH2:24][CH2:23][C:22]3[C:17](=[CH:18][CH:19]=[C:20]([NH:25][C:26]([NH:28][C:29]4[CH:34]=[CH:33][CH:32]=[CH:31][C:30]=4[F:35])=[O:27])[CH:21]=3)[CH2:16]2)=[O:14])[CH2:8][CH2:7]1)([OH:4])=[O:2]. Given the reactants C[O:2][C:3]([CH2:5][C@H:6]1[CH2:11][CH2:10][C@H:9]([O:12][C:13]([N:15]2[CH2:24][CH2:23][C:22]3[C:17](=[CH:18][CH:19]=[C:20]([NH:25][C:26]([NH:28][C:29]4[CH:34]=[CH:33][CH:32]=[CH:31][C:30]=4[F:35])=[O:27])[CH:21]=3)[CH2:16]2)=[O:14])[CH2:8][CH2:7]1)=[O:4].[OH-].C([N+](CCCC)(CCCC)CCCC)CCC, predict the reaction product. (5) Given the reactants [C:1](=[C:4]1[CH:8]2[C:9]([CH3:11])=[CH:10][CH:5]1[C:6]([CH2:13][OH:14])([CH3:12])[CH2:7]2)([CH3:3])[CH3:2].N1C=CC=CC=1.[C:21](Cl)(=[O:23])[CH3:22], predict the reaction product. The product is: [C:1](=[C:4]1[CH:8]2[C:9]([CH3:11])=[CH:10][CH:5]1[C:6]([CH2:13][O:14][C:21](=[O:23])[CH3:22])([CH3:12])[CH2:7]2)([CH3:3])[CH3:2]. (6) Given the reactants [Cl:1][C:2]1[CH:3]=[C:4]([C@@H:9]2[O:15][CH2:14][CH2:13][N:12]([C:16]([O:18][C:19]([CH3:22])([CH3:21])[CH3:20])=[O:17])[CH2:11][C@H:10]2[CH2:23][NH:24][S:25]([CH:28]=[CH2:29])(=[O:27])=[O:26])[CH:5]=[CH:6][C:7]=1[Cl:8].[CH3:30][O-:31].[Na+].CO, predict the reaction product. The product is: [Cl:1][C:2]1[CH:3]=[C:4]([C@@H:9]2[O:15][CH2:14][CH2:13][N:12]([C:16]([O:18][C:19]([CH3:22])([CH3:21])[CH3:20])=[O:17])[CH2:11][C@H:10]2[CH2:23][NH:24][S:25]([CH2:28][CH2:29][O:31][CH3:30])(=[O:26])=[O:27])[CH:5]=[CH:6][C:7]=1[Cl:8]. (7) Given the reactants [NH2:1][C:2]1[CH:7]=[CH:6][C:5]([N:8]2[C:12]3=[N:13][CH:14]=[N:15][C:16]([NH2:17])=[C:11]3[CH:10]=[N:9]2)=[CH:4][CH:3]=1.[S:18]1[CH:22]=[CH:21][C:20]([S:23](Cl)(=[O:25])=[O:24])=[CH:19]1.C(N(C(C)C)CC)(C)C.CN(C=O)C, predict the reaction product. The product is: [NH2:17][C:16]1[N:15]=[CH:14][N:13]=[C:12]2[N:8]([C:5]3[CH:6]=[CH:7][C:2]([NH:1][S:23]([C:20]4[CH:21]=[CH:22][S:18][CH:19]=4)(=[O:25])=[O:24])=[CH:3][CH:4]=3)[N:9]=[CH:10][C:11]=12.